This data is from Full USPTO retrosynthesis dataset with 1.9M reactions from patents (1976-2016). The task is: Predict the reactants needed to synthesize the given product. (1) Given the product [C:30]1([S:27]([C:21]2[C:20]3[C:24](=[CH:25][CH:26]=[C:18]([O:17][CH:14]4[CH2:15][CH2:16][NH:11][CH2:12][CH2:13]4)[CH:19]=3)[NH:23][N:22]=2)(=[O:28])=[O:29])[C:39]2[C:34](=[CH:35][CH:36]=[CH:37][CH:38]=2)[CH:33]=[CH:32][CH:31]=1, predict the reactants needed to synthesize it. The reactants are: C(OC([N:11]1[CH2:16][CH2:15][CH:14]([O:17][C:18]2[CH:19]=[C:20]3[C:24](=[CH:25][CH:26]=2)[NH:23][N:22]=[C:21]3[S:27]([C:30]2[C:39]3[C:34](=[CH:35][CH:36]=[CH:37][CH:38]=3)[CH:33]=[CH:32][CH:31]=2)(=[O:29])=[O:28])[CH2:13][CH2:12]1)=O)C1C=CC=CC=1.C1(OC)C=CC=CC=1.OS(C(F)(F)F)(=O)=O.[OH-].[Na+]. (2) Given the product [CH3:26][N:13]([CH3:12])[C:14]1[CH:15]=[CH:16][C:17]([C:18]([C:32]2[N:28]([CH3:27])[CH:29]=[N:30][CH:31]=2)=[O:19])=[CH:24][CH:25]=1, predict the reactants needed to synthesize it. The reactants are: CON(C)C(C1SC=NC=1)=O.[CH3:12][N:13]([CH3:26])[C:14]1[CH:25]=[CH:24][C:17]([C:18](N(OC)C)=[O:19])=[CH:16][CH:15]=1.[CH3:27][N:28]1[C:32](C(C2SC=NC=2)=O)=[CH:31][N:30]=[CH:29]1.